This data is from Full USPTO retrosynthesis dataset with 1.9M reactions from patents (1976-2016). The task is: Predict the reactants needed to synthesize the given product. Given the product [CH2:1]([O:3][C:4](=[O:18])[C:5]1[CH:10]=[CH:9][C:8]([O:11][CH3:12])=[C:7]([S:13][C:14]2[C:24]3[C:23](=[CH:22][C:21]([Cl:20])=[CH:26][CH:25]=3)[NH:27][C:15]=2[CH3:16])[CH:6]=1)[CH3:2], predict the reactants needed to synthesize it. The reactants are: [CH2:1]([O:3][C:4](=[O:18])[C:5]1[CH:10]=[CH:9][C:8]([O:11][CH3:12])=[C:7]([S:13][CH2:14][C:15](=O)[CH3:16])[CH:6]=1)[CH3:2].Cl.[Cl:20][C:21]1[CH:22]=[C:23]([NH:27]N)[CH:24]=[CH:25][CH:26]=1.